This data is from Reaction yield outcomes from USPTO patents with 853,638 reactions. The task is: Predict the reaction yield, written as a fraction of the theoretical maximum amount of product (1.0 means a 100% yield; for example, 0.34 means a 34% yield). (1) The reactants are O[NH:2][C:3]([C:5]1[O:6][C:7]([C:10]2[CH:15]=[CH:14][C:13]([C:16]3[CH:21]=[CH:20][C:19]([C:22](=[NH:25])[NH:23]O)=[CH:18][CH:17]=3)=[CH:12][CH:11]=2)=[CH:8][CH:9]=1)=[NH:4].[C:26]([O:29]C(=O)C)(=[O:28])[CH3:27]. The catalyst is C(O)(=O)C.[Pd]. The product is [C:26]([OH:29])(=[O:28])[CH3:27].[C:22]([C:19]1[CH:18]=[CH:17][C:16]([C:13]2[CH:14]=[CH:15][C:10]([C:7]3[O:6][C:5]([C:3]([NH2:4])=[NH:2])=[CH:9][CH:8]=3)=[CH:11][CH:12]=2)=[CH:21][CH:20]=1)(=[NH:23])[NH2:25]. The yield is 0.710. (2) The reactants are [H-].[Na+].[CH2:3]([O:10][C:11]1[CH:12]=[C:13]2[C:17](=[CH:18][CH:19]=1)[NH:16][CH:15]=[CH:14]2)[C:4]1[CH:9]=[CH:8][CH:7]=[CH:6][CH:5]=1.Br[CH:21]1[CH2:23][CH:22]1[C:24]([O:26][CH2:27][CH3:28])=[O:25]. The catalyst is CN(C)C=O. The product is [CH2:3]([O:10][C:11]1[CH:12]=[C:13]2[C:17](=[CH:18][CH:19]=1)[NH:16][C:15]([CH:21]1[CH2:23][CH:22]1[C:24]([O:26][CH2:27][CH3:28])=[O:25])=[CH:14]2)[C:4]1[CH:5]=[CH:6][CH:7]=[CH:8][CH:9]=1. The yield is 0.770. (3) The catalyst is O1CCCC1. The reactants are [Cl:1][C:2]1[CH:3]=[C:4]([NH:9][C:10]2[C:19]3[C:14](=[CH:15][C:16]([O:21][CH2:22][CH3:23])=[C:17]([NH2:20])[CH:18]=3)[N:13]=[CH:12][N:11]=2)[CH:5]=[CH:6][C:7]=1[F:8].[Br:24][CH2:25]/[CH:26]=[CH:27]/[C:28](Cl)=[O:29].O. The yield is 0.337. The product is [Br:24][CH2:25]/[CH:26]=[CH:27]/[C:28]([NH:20][C:17]1[CH:18]=[C:19]2[C:14](=[CH:15][C:16]=1[O:21][CH2:22][CH3:23])[N:13]=[CH:12][N:11]=[C:10]2[NH:9][C:4]1[CH:5]=[CH:6][C:7]([F:8])=[C:2]([Cl:1])[CH:3]=1)=[O:29]. (4) The catalyst is C(OCC)C. The yield is 0.700. The reactants are [C:1]([O-:4])(=[O:3])[CH3:2].[Na+].[CH3:6][Si:7]([CH3:10])(Cl)Cl. The product is [C:1]([O:4][Si:7]([O:4][C:1](=[O:3])[CH3:2])([CH3:10])[CH3:6])(=[O:3])[CH3:2]. (5) The reactants are C([C@@:3]([C:12]([O-])=O)([OH:11])[C@@:4]([CH2:9][CH3:10])(O)[C:5]([O-:7])=O)C.[C:15]([NH:34][C@@H]1CC(CO)=CC1)([C:28]1[CH:33]=[CH:32][CH:31]=[CH:30][CH:29]=1)([C:22]1[CH:27]=[CH:26][CH:25]=[CH:24][CH:23]=1)[C:16]1[CH:21]=[CH:20][CH:19]=[CH:18][CH:17]=1.C(OO)(C)(C)C. The catalyst is C(Cl)Cl.CC(C)[O-].[Ti+4].CC(C)[O-].CC(C)[O-].CC(C)[O-]. The product is [C:15]([NH:34][C@H:10]1[CH2:12][C@H:3]2[C@:4]([CH2:5][OH:7])([O:11]2)[CH2:9]1)([C:22]1[CH:23]=[CH:24][CH:25]=[CH:26][CH:27]=1)([C:28]1[CH:33]=[CH:32][CH:31]=[CH:30][CH:29]=1)[C:16]1[CH:17]=[CH:18][CH:19]=[CH:20][CH:21]=1. The yield is 0.890. (6) The reactants are [Cl:1][C:2]1[CH:3]=[N:4][CH:5]=[C:6]([Cl:21])[C:7]=1[CH2:8][C@@H:9]([C:11]1[CH:16]=[CH:15][C:14]([O:17][CH3:18])=[C:13]([O:19][CH3:20])[CH:12]=1)[OH:10].C(OCC)(=[O:24])C. No catalyst specified. The product is [Cl:21][C:6]1[CH:5]=[N+:4]([O-:24])[CH:3]=[C:2]([Cl:1])[C:7]=1[CH2:8][C@@H:9]([C:11]1[CH:16]=[CH:15][C:14]([O:17][CH3:18])=[C:13]([O:19][CH3:20])[CH:12]=1)[OH:10]. The yield is 0.410.